This data is from Forward reaction prediction with 1.9M reactions from USPTO patents (1976-2016). The task is: Predict the product of the given reaction. (1) Given the reactants [CH2:1]([C:3]1[N:8]=[C:7]([CH3:9])[C:6]2[C:10]([C:29]3[CH:34]=[CH:33][CH:32]=[CH:31][CH:30]=3)=[N:11][N:12]([CH2:13][C:14]3[CH:19]=[CH:18][C:17]([C:20]4[CH:24]=[CH:23][S:22][C:21]=4[S:25]([OH:28])(=O)=[O:26])=[CH:16][CH:15]=3)[C:5]=2[CH:4]=1)[CH3:2].[CH3:35][C:36]1[C:37]([N-:42]COCCOC)=[N:38][O:39][C:40]=1[CH3:41].Cl.C(=O)(O)[O-].[Na+], predict the reaction product. The product is: [CH3:35][C:36]1[C:37]([NH:42][S:25]([C:21]2[S:22][CH:23]=[CH:24][C:20]=2[C:17]2[CH:16]=[CH:15][C:14]([CH2:13][N:12]3[C:5]4[CH:4]=[C:3]([CH2:1][CH3:2])[N:8]=[C:7]([CH3:9])[C:6]=4[C:10]([C:29]4[CH:30]=[CH:31][CH:32]=[CH:33][CH:34]=4)=[N:11]3)=[CH:19][CH:18]=2)(=[O:26])=[O:28])=[N:38][O:39][C:40]=1[CH3:41]. (2) The product is: [Br:1][C:2]1[CH:3]=[N:4][CH:5]=[C:6]2[C:11]=1[N:10]=[C:9]([C:12]([NH:15][CH2:16][CH2:17][OH:18])=[O:14])[CH:8]=[CH:7]2. Given the reactants [Br:1][C:2]1[CH:3]=[N:4][CH:5]=[C:6]2[C:11]=1[N:10]=[C:9]([C:12]([OH:14])=O)[CH:8]=[CH:7]2.[NH2:15][CH2:16][CH2:17][OH:18], predict the reaction product.